Dataset: Full USPTO retrosynthesis dataset with 1.9M reactions from patents (1976-2016). Task: Predict the reactants needed to synthesize the given product. (1) The reactants are: [F:1][C:2]1[CH:7]=[CH:6][CH:5]=[C:4]([F:8])[C:3]=1[N:9]1[C:14]2[N:15]=[C:16](S(C)=O)[N:17]=[C:18]([C:19]3[CH:20]=[C:21]([CH:30]=[CH:31][C:32]=3[CH3:33])[C:22]([NH:24][C:25]3[S:26][CH:27]=[CH:28][N:29]=3)=[O:23])[C:13]=2[CH2:12][NH:11][C:10]1=[O:37].CC(N)C(C)[NH2:41].[CH2:44]([N:46]([CH2:49]C)[CH2:47]C)[CH3:45]. Given the product [F:1][C:2]1[CH:7]=[CH:6][CH:5]=[C:4]([F:8])[C:3]=1[N:9]1[C:14]2[N:15]=[C:16]([NH:41][CH2:45][CH2:44][N:46]([CH3:49])[CH3:47])[N:17]=[C:18]([C:19]3[CH:20]=[C:21]([CH:30]=[CH:31][C:32]=3[CH3:33])[C:22]([NH:24][C:25]3[S:26][CH:27]=[CH:28][N:29]=3)=[O:23])[C:13]=2[CH2:12][NH:11][C:10]1=[O:37], predict the reactants needed to synthesize it. (2) Given the product [NH2:1][C:2]1[C:9]([Cl:10])=[C:8]([N:11]2[CH2:16][CH2:15][N:14]([C:22]([O:21][C:18]([CH3:20])([CH3:19])[CH3:17])=[O:23])[CH2:13][CH2:12]2)[CH:7]=[C:4]([C:5]#[N:6])[CH:3]=1, predict the reactants needed to synthesize it. The reactants are: [NH2:1][C:2]1[CH:3]=[C:4]([CH:7]=[C:8]([N:11]2[CH2:16][CH2:15][NH:14][CH2:13][CH2:12]2)[C:9]=1[Cl:10])[C:5]#[N:6].[CH3:17][C:18]([O:21][C:22](O[C:22]([O:21][C:18]([CH3:20])([CH3:19])[CH3:17])=[O:23])=[O:23])([CH3:20])[CH3:19].C(N(CC)CC)C.